Predict the reaction yield, written as a fraction of the theoretical maximum amount of product (1.0 means a 100% yield; for example, 0.34 means a 34% yield). From a dataset of Reaction yield outcomes from USPTO patents with 853,638 reactions. The reactants are [OH:1][C:2]1([C:20]2[CH:25]=[CH:24][C:23]([CH:26]([CH3:28])[CH3:27])=[CH:22][C:21]=2[O:29][CH3:30])[C:10](=[O:11])[C:9]2[C:4](=[CH:5][CH:6]=[C:7]([N+:16]([O-])=O)[C:8]=2[NH:12][C:13](=[O:15])[CH3:14])[C:3]1=[O:19].Cl.O. The catalyst is C(O)C.[Fe]. The product is [NH2:16][C:7]1[C:8]([NH:12][C:13](=[O:15])[CH3:14])=[C:9]2[C:4](=[CH:5][CH:6]=1)[C:3](=[O:19])[C:2]([OH:1])([C:20]1[CH:25]=[CH:24][C:23]([CH:26]([CH3:27])[CH3:28])=[CH:22][C:21]=1[O:29][CH3:30])[C:10]2=[O:11]. The yield is 0.980.